From a dataset of Catalyst prediction with 721,799 reactions and 888 catalyst types from USPTO. Predict which catalyst facilitates the given reaction. (1) Reactant: [F:1][C:2]([F:33])([F:32])[C:3]1[CH:8]=[CH:7][C:6]([S:9]([O:12][C:13]2[CH:18]=[CH:17][CH:16]=[CH:15][C:14]=2[NH:19][C:20](OC2C=CC([N+]([O-])=O)=CC=2)=[O:21])(=[O:11])=[O:10])=[CH:5][CH:4]=1.[NH2:34][CH2:35][C:36]1[CH:41]=[CH:40][CH:39]=[CH:38][N:37]=1.CCN(CC)CC. Product: [F:32][C:2]([F:1])([F:33])[C:3]1[CH:4]=[CH:5][C:6]([S:9]([O:12][C:13]2[CH:18]=[CH:17][CH:16]=[CH:15][C:14]=2[NH:19][C:20]([NH:34][CH2:35][C:36]2[CH:41]=[CH:40][CH:39]=[CH:38][N:37]=2)=[O:21])(=[O:10])=[O:11])=[CH:7][CH:8]=1. The catalyst class is: 1. (2) Reactant: [Cl:1][C:2]1[CH:7]=[CH:6][N:5]([CH:8]2[CH2:13][CH2:12][CH2:11][CH2:10][CH:9]2[CH3:14])[C:4](=[O:15])[C:3]=1[CH:16]=O.Cl.[NH2:19][OH:20].C([O-])(=O)C.[Na+]. Product: [Cl:1][C:2]1[CH:7]=[CH:6][N:5]([CH:8]2[CH2:13][CH2:12][CH2:11][CH2:10][CH:9]2[CH3:14])[C:4](=[O:15])[C:3]=1[CH:16]=[N:19][OH:20]. The catalyst class is: 24. (3) Reactant: [NH2:1][C:2]1[C:7]([C:8]([OH:10])=O)=[CH:6][C:5]([Br:11])=[CH:4][N:3]=1.C(N(CC)CC)C.[NH:19]([C:21]([C:23]1[CH:28]=[CH:27][C:26]([CH2:29][N:30]([CH3:38])[C:31](=[O:37])[O:32][C:33]([CH3:36])([CH3:35])[CH3:34])=[CH:25][CH:24]=1)=[O:22])[NH2:20].CN(C(ON1N=NC2C=CC=CC1=2)=[N+](C)C)C.[B-](F)(F)(F)F. Product: [NH2:1][C:2]1[C:7]([C:8]([NH:20][NH:19][C:21]([C:23]2[CH:24]=[CH:25][C:26]([CH2:29][N:30]([CH3:38])[C:31](=[O:37])[O:32][C:33]([CH3:34])([CH3:35])[CH3:36])=[CH:27][CH:28]=2)=[O:22])=[O:10])=[CH:6][C:5]([Br:11])=[CH:4][N:3]=1. The catalyst class is: 173. (4) Reactant: O=P12OP3(OP(OP(O3)(O1)=O)(=O)O2)=O.[Br:15][CH:16]([CH:22]([CH2:26][CH2:27][CH2:28][CH3:29])[C:23]([OH:25])=[O:24])[C:17](=O)[CH:18]([Br:20])[Br:19]. Product: [Br:15][CH:16]1[C:17](=[C:18]([Br:20])[Br:19])[O:24][C:23](=[O:25])[CH:22]1[CH2:26][CH2:27][CH2:28][CH3:29]. The catalyst class is: 4.